From a dataset of Full USPTO retrosynthesis dataset with 1.9M reactions from patents (1976-2016). Predict the reactants needed to synthesize the given product. (1) Given the product [CH3:1][O:2][C:3]1[CH:8]=[CH:7][CH:6]=[CH:5][C:4]=1[N:9]1[CH2:14][CH2:13][C:12]([CH2:23][NH:24][C:32](=[O:39])[C:33]2[CH:38]=[CH:37][CH:36]=[CH:35][CH:34]=2)([C:15]2[CH:20]=[CH:19][CH:18]=[C:17]([O:21][CH3:22])[CH:16]=2)[CH2:11][CH2:10]1, predict the reactants needed to synthesize it. The reactants are: [CH3:1][O:2][C:3]1[CH:8]=[CH:7][CH:6]=[CH:5][C:4]=1[N:9]1[CH2:14][CH2:13][C:12]([CH2:23][NH2:24])([C:15]2[CH:20]=[CH:19][CH:18]=[C:17]([O:21][CH3:22])[CH:16]=2)[CH2:11][CH2:10]1.C(N(CC)CC)C.[C:32](Cl)(=[O:39])[C:33]1[CH:38]=[CH:37][CH:36]=[CH:35][CH:34]=1.C(=O)([O-])O.[Na+]. (2) Given the product [Cl:25][C:17]1[CH:18]=[CH:19][CH:20]=[C:21]([N+:22]([O-:24])=[O:23])[C:16]=1[CH2:15][CH:4]([C:5]([O:7][CH2:8][CH3:9])=[O:6])[C:3]([O:11][CH2:12][CH3:13])=[O:10], predict the reactants needed to synthesize it. The reactants are: [H-].[Na+].[C:3]([O:11][CH2:12][CH3:13])(=[O:10])[CH2:4][C:5]([O:7][CH2:8][CH3:9])=[O:6].Br[CH2:15][C:16]1[C:21]([N+:22]([O-:24])=[O:23])=[CH:20][CH:19]=[CH:18][C:17]=1[Cl:25]. (3) Given the product [CH3:11][N:6]1[CH:5]=[C:4]2[C:8]([CH:9]=[CH:10][C:2]([CH3:20])=[C:3]2[CH:12]2[CH2:14][CH:13]2[CH2:15][NH:16][C:17](=[O:19])[CH3:18])=[N:7]1, predict the reactants needed to synthesize it. The reactants are: Br[C:2]1[CH:10]=[CH:9][C:8]2[C:4](=[CH:5][N:6]([CH3:11])[N:7]=2)[C:3]=1[CH:12]1[CH2:14][CH:13]1[CH2:15][NH:16][C:17](=[O:19])[CH3:18].[CH3:20]B(O)O.C1(P(C2CCCCC2)C2C=CC=CC=2C2C(C(C)C)=CC(C(C)C)=CC=2C(C)C)CCCCC1.C(=O)([O-])[O-].[K+].[K+]. (4) Given the product [NH2:1][C:2]1[CH:3]=[CH:4][C:5]([C:8]#[N:9])=[N:6][C:7]=1[Br:10], predict the reactants needed to synthesize it. The reactants are: [NH2:1][C:2]1[CH:3]=[CH:4][C:5]([C:8]#[N:9])=[N:6][CH:7]=1.[Br:10]Br.[OH-].[Na+].